Dataset: Reaction yield outcomes from USPTO patents with 853,638 reactions. Task: Predict the reaction yield, written as a fraction of the theoretical maximum amount of product (1.0 means a 100% yield; for example, 0.34 means a 34% yield). The reactants are [C:1]([O:5][C:6](=[O:40])[N:7]([C@H:9]([C:11](=[O:39])[NH:12][C@@H:13]1[C:19](=[O:20])[N:18]([CH2:21][C:22]2[C:31]3[C:26](=[C:27](Br)[CH:28]=[CH:29][CH:30]=3)[CH:25]=[CH:24][C:23]=2[O:33][CH3:34])[C:17]2[CH:35]=[CH:36][CH:37]=[CH:38][C:16]=2[CH2:15][CH2:14]1)[CH3:10])[CH3:8])([CH3:4])([CH3:3])[CH3:2].[B-](F)(F)(F)[C:42]1[O:46][CH:45]=[CH:44][CH:43]=1.[K+].C([O-])([O-])=O.[Na+].[Na+]. The catalyst is CC(O)=O.CC(O)=O.[Pd].C1(P(C2CCCCC2)C2C=CC=CC=2C2C(OC(C)C)=CC=CC=2OC(C)C)CCCCC1.CCO. The product is [C:1]([O:5][C:6](=[O:40])[N:7]([C@H:9]([C:11](=[O:39])[NH:12][C@@H:13]1[C:19](=[O:20])[N:18]([CH2:21][C:22]2[C:31]3[C:26](=[C:27]([C:45]4[O:46][CH:42]=[CH:43][CH:44]=4)[CH:28]=[CH:29][CH:30]=3)[CH:25]=[CH:24][C:23]=2[O:33][CH3:34])[C:17]2[CH:35]=[CH:36][CH:37]=[CH:38][C:16]=2[CH2:15][CH2:14]1)[CH3:10])[CH3:8])([CH3:4])([CH3:3])[CH3:2]. The yield is 0.690.